Dataset: NCI-60 drug combinations with 297,098 pairs across 59 cell lines. Task: Regression. Given two drug SMILES strings and cell line genomic features, predict the synergy score measuring deviation from expected non-interaction effect. (1) Drug 1: CC1=C(C=C(C=C1)C(=O)NC2=CC(=CC(=C2)C(F)(F)F)N3C=C(N=C3)C)NC4=NC=CC(=N4)C5=CN=CC=C5. Drug 2: C1CC(=O)NC(=O)C1N2C(=O)C3=CC=CC=C3C2=O. Cell line: UACC62. Synergy scores: CSS=1.46, Synergy_ZIP=0.321, Synergy_Bliss=2.57, Synergy_Loewe=-0.450, Synergy_HSA=0.530. (2) Drug 1: CC1=CC=C(C=C1)C2=CC(=NN2C3=CC=C(C=C3)S(=O)(=O)N)C(F)(F)F. Drug 2: CNC(=O)C1=NC=CC(=C1)OC2=CC=C(C=C2)NC(=O)NC3=CC(=C(C=C3)Cl)C(F)(F)F. Cell line: NCI-H226. Synergy scores: CSS=3.24, Synergy_ZIP=-1.16, Synergy_Bliss=0.121, Synergy_Loewe=-4.22, Synergy_HSA=-1.77. (3) Drug 1: CC1=C(C(CCC1)(C)C)C=CC(=CC=CC(=CC(=O)O)C)C. Drug 2: CC1C(C(CC(O1)OC2CC(OC(C2O)C)OC3=CC4=CC5=C(C(=O)C(C(C5)C(C(=O)C(C(C)O)O)OC)OC6CC(C(C(O6)C)O)OC7CC(C(C(O7)C)O)OC8CC(C(C(O8)C)O)(C)O)C(=C4C(=C3C)O)O)O)O. Cell line: HCC-2998. Synergy scores: CSS=29.9, Synergy_ZIP=3.92, Synergy_Bliss=4.53, Synergy_Loewe=-28.2, Synergy_HSA=0.498.